This data is from Full USPTO retrosynthesis dataset with 1.9M reactions from patents (1976-2016). The task is: Predict the reactants needed to synthesize the given product. Given the product [CH3:16][O:15][N:14]([CH3:13])[C:7](=[O:9])[C:6]1[CH:10]=[CH:11][C:3]([O:2][CH3:1])=[N:4][CH:5]=1, predict the reactants needed to synthesize it. The reactants are: [CH3:1][O:2][C:3]1[CH:11]=[CH:10][C:6]([C:7]([OH:9])=O)=[CH:5][N:4]=1.Cl.[CH3:13][NH:14][O:15][CH3:16].Cl.CN(C)CCCN=C=NCC.ON1C2C=CC=CC=2N=N1.